This data is from Forward reaction prediction with 1.9M reactions from USPTO patents (1976-2016). The task is: Predict the product of the given reaction. (1) Given the reactants [C:1]([C:5]1[N:6]=[C:7]([N:22]2[CH2:27][CH2:26][O:25][CH2:24][CH2:23]2)[C:8]2[N:13]=[N:12][N:11]([CH2:14][C:15]3[CH:20]=[CH:19][CH:18]=[CH:17][C:16]=3[Cl:21])[C:9]=2[N:10]=1)([CH3:4])([CH3:3])[CH3:2].C(C1N=C(Cl)C2N=NN(CC3C=CC=CC=3Cl)C=2N=1)(C)(C)C.[OH:50][CH2:51][C@H]1[C@H](O)CCN1, predict the reaction product. The product is: [C:1]([C:5]1[N:6]=[C:7]([N:22]2[CH2:23][CH2:24][C@@H:51]([OH:50])[C@@H:27]2[CH2:26][OH:25])[C:8]2[N:13]=[N:12][N:11]([CH2:14][C:15]3[CH:20]=[CH:19][CH:18]=[CH:17][C:16]=3[Cl:21])[C:9]=2[N:10]=1)([CH3:2])([CH3:3])[CH3:4]. (2) Given the reactants [C:1](=O)([O-])[O-].[K+].[K+].[Cl:7][C:8]1[CH:17]=[CH:16][C:11]([C:12]([O:14][CH3:15])=[O:13])=[C:10]([NH:18][S:19]([CH3:22])(=[O:21])=[O:20])[CH:9]=1.CI, predict the reaction product. The product is: [Cl:7][C:8]1[CH:17]=[CH:16][C:11]([C:12]([O:14][CH3:15])=[O:13])=[C:10]([N:18]([CH3:1])[S:19]([CH3:22])(=[O:20])=[O:21])[CH:9]=1.